Task: Predict the reactants needed to synthesize the given product.. Dataset: Full USPTO retrosynthesis dataset with 1.9M reactions from patents (1976-2016) (1) Given the product [C:2]1([CH2:1][OH:11])[CH:10]=[CH:9][CH:8]=[CH:7][C:3]=1[CH2:4][OH:5], predict the reactants needed to synthesize it. The reactants are: [C:1](O)(=[O:11])[C:2]1[C:3](=[CH:7][CH:8]=[CH:9][CH:10]=1)[C:4](O)=[O:5].[H-].[H-].[H-].[H-].[Li+].[Al+3].O.[OH-].[Na+]. (2) Given the product [Cl:35][C:20]1[CH:19]=[C:18]2[C:23]([CH:24]=[C:16]([C:14]([N:11]3[CH2:12][CH2:13][NH:8][CH2:9][CH2:10]3)=[O:15])[NH:17]2)=[CH:22][C:21]=1[O:25][CH:26]1[CH2:27][CH2:28][N:29]([CH:32]([CH3:34])[CH3:33])[CH2:30][CH2:31]1, predict the reactants needed to synthesize it. The reactants are: C(OC([N:8]1[CH2:13][CH2:12][N:11]([C:14]([C:16]2[NH:17][C:18]3[C:23]([CH:24]=2)=[CH:22][C:21]([O:25][CH:26]2[CH2:31][CH2:30][N:29]([CH:32]([CH3:34])[CH3:33])[CH2:28][CH2:27]2)=[C:20]([Cl:35])[CH:19]=3)=[O:15])[CH2:10][CH2:9]1)=O)(C)(C)C.FC(F)(F)C(O)=O. (3) The reactants are: [N:1]([CH2:4][CH2:5][CH2:6][CH2:7][CH2:8][CH2:9][CH3:10])=[N+:2]=[N-:3].[C:11]([C:13]1[CH:18]=[CH:17][CH:16]=[C:15]([F:19])[CH:14]=1)#[CH:12]. Given the product [F:19][C:15]1[CH:14]=[C:13]([C:11]2[N:3]=[N:2][N:1]([CH2:4][CH2:5][CH2:6][CH2:7][CH2:8][CH2:9][CH3:10])[CH:12]=2)[CH:18]=[CH:17][CH:16]=1, predict the reactants needed to synthesize it. (4) Given the product [Cl:1][C:2]1[CH:3]=[C:4]2[C:12](=[C:13]([NH2:17])[C:14]=1[O:15][CH3:16])[NH:11][C:10]1[CH:9]=[N:8][CH:7]=[CH:6][C:5]2=1, predict the reactants needed to synthesize it. The reactants are: [Cl:1][C:2]1[CH:3]=[C:4]2[C:12](=[C:13]([N+:17]([O-])=O)[C:14]=1[O:15][CH3:16])[NH:11][C:10]1[CH:9]=[N:8][CH:7]=[CH:6][C:5]2=1.[H][H].C([O-])(O)=O.[Na+]. (5) Given the product [F:1][C:2]1[CH:7]=[CH:6][C:5]([CH2:8][C:9]([NH:11][CH:12]2[CH2:17][CH2:16][NH:15][CH2:14][CH2:13]2)=[O:10])=[CH:4][CH:3]=1, predict the reactants needed to synthesize it. The reactants are: [F:1][C:2]1[CH:7]=[CH:6][C:5]([CH2:8][C:9]([NH:11][CH:12]2[CH2:17][CH2:16][N:15](C(OC(C)(C)C)=O)[CH2:14][CH2:13]2)=[O:10])=[CH:4][CH:3]=1.C(O)(C(F)(F)F)=O. (6) Given the product [CH2:1]([O:8][C:9]([N:11]([CH2:32][C:33]([N:35]1[CH2:39][C@@H:38]([F:40])[CH2:37][C@H:36]1[C:41]#[N:42])=[O:34])[C:12]12[CH2:13][CH2:14][C:15]([C:20]([NH:44][CH3:43])=[O:21])([CH2:16][CH2:17]1)[CH2:18][CH2:19]2)=[O:10])[C:2]1[CH:7]=[CH:6][CH:5]=[CH:4][CH:3]=1, predict the reactants needed to synthesize it. The reactants are: [CH2:1]([O:8][C:9]([N:11]([CH2:32][C:33]([N:35]1[CH2:39][C@@H:38]([F:40])[CH2:37][C@H:36]1[C:41]#[N:42])=[O:34])[C:12]12[CH2:19][CH2:18][C:15]([C:20](ON3C4C=CC=CC=4N=N3)=[O:21])([CH2:16][CH2:17]1)[CH2:14][CH2:13]2)=[O:10])[C:2]1[CH:7]=[CH:6][CH:5]=[CH:4][CH:3]=1.[CH3:43][NH2:44].